Dataset: Full USPTO retrosynthesis dataset with 1.9M reactions from patents (1976-2016). Task: Predict the reactants needed to synthesize the given product. (1) Given the product [CH:24]1([N:21]2[CH2:20][CH2:19][N:18]([C:16](=[O:17])[CH2:15][N:8]3[CH2:7][CH2:6][C:5]4[C:4]5[C:12](=[CH:13][CH:14]=[C:2]([C:32]6[CH:33]=[N:28][CH:29]=[N:30][CH:31]=6)[CH:3]=5)[NH:11][C:10]=4[CH2:9]3)[CH2:23][CH2:22]2)[CH2:27][CH2:26][CH2:25]1, predict the reactants needed to synthesize it. The reactants are: Br[C:2]1[CH:3]=[C:4]2[C:12](=[CH:13][CH:14]=1)[NH:11][C:10]1[CH2:9][N:8]([CH2:15][C:16]([N:18]3[CH2:23][CH2:22][N:21]([CH:24]4[CH2:27][CH2:26][CH2:25]4)[CH2:20][CH2:19]3)=[O:17])[CH2:7][CH2:6][C:5]2=1.[N:28]1[CH:33]=[C:32](B(O)O)[CH:31]=[N:30][CH:29]=1.C([O-])([O-])=O.[K+].[K+]. (2) Given the product [F:15][C:6]1[CH:7]=[C:8]([S:11]([N:16]2[CH2:21][CH2:20][N:19]([CH3:22])[CH2:18][CH2:17]2)(=[O:13])=[O:12])[CH:9]=[CH:10][C:5]=1[NH:4][C:1](=[O:3])[CH3:2], predict the reactants needed to synthesize it. The reactants are: [C:1]([NH:4][C:5]1[CH:10]=[CH:9][C:8]([S:11](F)(=[O:13])=[O:12])=[CH:7][C:6]=1[F:15])(=[O:3])[CH3:2].[NH:16]1[CH2:21][CH2:20][NH:19][CH2:18][CH2:17]1.[CH2:22](N(CC)CC)C. (3) Given the product [CH3:19][O:18][C:13]1[CH:14]=[CH:15][CH:16]=[CH:17][C:12]=1[CH2:11][NH:10][C:6]1[C:5]2[N:4]([N:3]=[C:2]([NH:31][C:30]3[CH:32]=[CH:33][CH:34]=[C:28]([N:25]4[CH2:24][CH2:23][N:22]([CH3:21])[CH2:27][CH2:26]4)[CH:29]=3)[N:20]=2)[CH:9]=[CH:8][CH:7]=1, predict the reactants needed to synthesize it. The reactants are: Cl[C:2]1[N:20]=[C:5]2[C:6]([NH:10][CH2:11][C:12]3[CH:17]=[CH:16][CH:15]=[CH:14][C:13]=3[O:18][CH3:19])=[CH:7][CH:8]=[CH:9][N:4]2[N:3]=1.[CH3:21][N:22]1[CH2:27][CH2:26][N:25]([C:28]2[CH:29]=[C:30]([CH:32]=[CH:33][CH:34]=2)[NH2:31])[CH2:24][CH2:23]1. (4) Given the product [NH2:1][C:2]1[C:21]([S:22]([Cl:26])(=[O:24])=[O:23])=[CH:20][C:5]2[C:6]([N:9]3[C:17](=[O:18])[C:16]4[C:11](=[CH:12][CH:13]=[CH:14][CH:15]=4)[C:10]3=[O:19])=[N:7][O:8][C:4]=2[CH:3]=1, predict the reactants needed to synthesize it. The reactants are: [NH2:1][C:2]1[CH:21]=[CH:20][C:5]2[C:6]([N:9]3[C:17](=[O:18])[C:16]4[C:11](=[CH:12][CH:13]=[CH:14][CH:15]=4)[C:10]3=[O:19])=[N:7][O:8][C:4]=2[CH:3]=1.[S:22]([Cl:26])(=O)(=[O:24])[OH:23]. (5) Given the product [Cl:1][C:2]1[CH:3]=[C:4]([C:8]2[N:16]=[C:15]([C:17]#[N:18])[N:14]=[C:13]3[C:9]=2[N:10]([CH2:30][C@H:31]2[CH2:36][CH2:35][C@H:34]([CH3:37])[CH2:33][CH2:32]2)[C:11]([C:19]([F:44])([C:21]2[CH:26]=[CH:25][CH:24]=[CH:23][C:22]=2[O:27][CH3:28])[CH3:20])=[N:12]3)[CH:5]=[N:6][CH:7]=1, predict the reactants needed to synthesize it. The reactants are: [Cl:1][C:2]1[CH:3]=[C:4]([C:8]2[N:16]=[C:15]([C:17]#[N:18])[N:14]=[C:13]3[C:9]=2[N:10]([CH2:30][C@H:31]2[CH2:36][CH2:35][C@H:34]([CH3:37])[CH2:33][CH2:32]2)[C:11]([C:19](O)([C:21]2[CH:26]=[CH:25][CH:24]=[CH:23][C:22]=2[O:27][CH3:28])[CH3:20])=[N:12]3)[CH:5]=[N:6][CH:7]=1.CCN(S(F)(F)[F:44])CC. (6) Given the product [C:1]([O:5][C:6]([N:8]1[CH2:13][CH2:12][CH2:11][CH:10]([C:14](=[O:23])[N:15]([CH2:24][C:25]2[CH:30]=[CH:29][CH:28]=[CH:27][CH:26]=2)[C:16]2[CH:21]=[CH:20][CH:19]=[CH:18][C:17]=2[Br:22])[CH2:9]1)=[O:7])([CH3:4])([CH3:2])[CH3:3], predict the reactants needed to synthesize it. The reactants are: [C:1]([O:5][C:6]([N:8]1[CH2:13][CH2:12][CH2:11][CH:10]([C:14](=[O:23])[NH:15][C:16]2[CH:21]=[CH:20][CH:19]=[CH:18][C:17]=2[Br:22])[CH2:9]1)=[O:7])([CH3:4])([CH3:3])[CH3:2].[CH2:24](Br)[C:25]1[CH:30]=[CH:29][CH:28]=[CH:27][CH:26]=1. (7) Given the product [F:25][CH:24]([F:26])[O:23][C:20]1[CH:21]=[CH:22][C:17]([C:2]#[C:1][C:3]2[CH:4]=[CH:5][C:6]([F:15])=[C:7]([N:9]3[CH2:14][CH2:13][O:12][CH2:11][CH2:10]3)[CH:8]=2)=[CH:18][CH:19]=1, predict the reactants needed to synthesize it. The reactants are: [C:1]([C:3]1[CH:4]=[CH:5][C:6]([F:15])=[C:7]([N:9]2[CH2:14][CH2:13][O:12][CH2:11][CH2:10]2)[CH:8]=1)#[CH:2].Br[C:17]1[CH:22]=[CH:21][C:20]([O:23][CH:24]([F:26])[F:25])=[CH:19][CH:18]=1.[Al].